From a dataset of TCR-epitope binding with 47,182 pairs between 192 epitopes and 23,139 TCRs. Binary Classification. Given a T-cell receptor sequence (or CDR3 region) and an epitope sequence, predict whether binding occurs between them. (1) The epitope is EEHVQIHTI. The TCR CDR3 sequence is CASSQEEGPVGYTF. Result: 0 (the TCR does not bind to the epitope). (2) The epitope is QVPLRPMTYK. The TCR CDR3 sequence is CATNSGDSWETQYF. Result: 0 (the TCR does not bind to the epitope).